Dataset: Full USPTO retrosynthesis dataset with 1.9M reactions from patents (1976-2016). Task: Predict the reactants needed to synthesize the given product. (1) Given the product [O:6]1[C:7]2=[N:8][CH:9]=[CH:10][CH:11]=[C:12]2[CH:4]([NH2:3])[CH2:5]1, predict the reactants needed to synthesize it. The reactants are: CO[N:3]=[C:4]1[C:12]2[C:7](=[N:8][CH:9]=[CH:10][CH:11]=2)[O:6][CH2:5]1. (2) Given the product [Br:1][C:2]1[C:3]([C:14]([O:16][CH2:17][CH3:18])=[O:15])=[C:4]([CH3:13])[N:5]([CH3:19])[C:6]=1[C:7]1[CH:12]=[CH:11][CH:10]=[CH:9][CH:8]=1, predict the reactants needed to synthesize it. The reactants are: [Br:1][C:2]1[C:3]([C:14]([O:16][CH2:17][CH3:18])=[O:15])=[C:4]([CH3:13])[NH:5][C:6]=1[C:7]1[CH:12]=[CH:11][CH:10]=[CH:9][CH:8]=1.[CH3:19]N(C=O)C.[H-].[Na+].CI.